From a dataset of Peptide-MHC class II binding affinity with 134,281 pairs from IEDB. Regression. Given a peptide amino acid sequence and an MHC pseudo amino acid sequence, predict their binding affinity value. This is MHC class II binding data. The peptide sequence is TAWDFSSAGGFFTSV. The MHC is HLA-DQA10501-DQB10303 with pseudo-sequence HLA-DQA10501-DQB10303. The binding affinity (normalized) is 0.594.